Dataset: Catalyst prediction with 721,799 reactions and 888 catalyst types from USPTO. Task: Predict which catalyst facilitates the given reaction. (1) Reactant: [NH2:1][C:2]1[C:7]([NH2:8])=[C:6]([Cl:9])[C:5]([Cl:10])=[CH:4][N:3]=1.[N:11]1([CH2:17][CH2:18][O:19][C:20]2[CH:28]=[CH:27][C:23]([C:24](O)=O)=[CH:22][CH:21]=2)[CH2:16][CH2:15][O:14][CH2:13][CH2:12]1. Product: [Cl:10][C:5]1[C:6]([Cl:9])=[C:7]2[N:8]=[C:24]([C:23]3[CH:27]=[CH:28][C:20]([O:19][CH2:18][CH2:17][N:11]4[CH2:16][CH2:15][O:14][CH2:13][CH2:12]4)=[CH:21][CH:22]=3)[NH:1][C:2]2=[N:3][CH:4]=1. The catalyst class is: 265. (2) Reactant: [C:9](O[C:9]([O:11][C:12]([CH3:15])([CH3:14])[CH3:13])=[O:10])([O:11][C:12]([CH3:15])([CH3:14])[CH3:13])=[O:10].[CH3:16][NH:17][C:18]1([C:24]([NH2:26])=[O:25])[CH2:23][CH2:22][NH:21][CH2:20][CH2:19]1.C(N(CC)CC)C. Product: [NH2:26][C:24]([C:18]1([NH:17][CH3:16])[CH2:23][CH2:22][N:21]([C:9]([O:11][C:12]([CH3:13])([CH3:14])[CH3:15])=[O:10])[CH2:20][CH2:19]1)=[O:25]. The catalyst class is: 4. (3) Product: [CH2:17]([N:12]1[CH:13]=[C:9]([B:4]2[O:5][C:6]([CH3:7])([CH3:8])[C:2]([CH3:14])([CH3:1])[O:3]2)[CH:10]=[N:11]1)[CH3:18]. Reactant: [CH3:1][C:2]1([CH3:14])[C:6]([CH3:8])([CH3:7])[O:5][B:4]([C:9]2[CH:10]=[N:11][NH:12][CH:13]=2)[O:3]1.CN(C)[C:17](=O)[CH3:18].C(=O)([O-])[O-].[K+].[K+].C(I)C. The catalyst class is: 280. (4) Product: [OH:8][C:9]1[C:33]([CH3:34])=[CH:32][CH:31]=[CH:30][C:10]=1[C:11]([NH:13][C:14]1[CH:23]=[C:22]([C:24]2[CH:29]=[CH:28][CH:27]=[CH:26][CH:25]=2)[CH:21]=[CH:20][C:15]=1[C:16]([OH:18])=[O:17])=[O:12]. Reactant: CO.[OH-].[Na+].C([O:8][C:9]1[C:33]([CH3:34])=[CH:32][CH:31]=[CH:30][C:10]=1[C:11]([NH:13][C:14]1[CH:23]=[C:22]([C:24]2[CH:29]=[CH:28][CH:27]=[CH:26][CH:25]=2)[CH:21]=[CH:20][C:15]=1[C:16]([O:18]C)=[O:17])=[O:12])(=O)C.Cl. The catalyst class is: 12. (5) Reactant: CN(C(ON1N=NC2C=CC=CC1=2)=[N+](C)C)C.[B-](F)(F)(F)F.[F:23][C:24]1[CH:25]=[C:26]([N:30]2[CH2:34][CH2:33][CH2:32][CH:31]2[C:35]2[CH:36]=[C:37]([C:53]([OH:55])=O)[CH:38]=[C:39]3[C:44]=2[O:43][C:42]([N:45]2[CH2:50][CH2:49][O:48][C@H:47]([CH3:51])[CH2:46]2)=[CH:41][C:40]3=[O:52])[CH:27]=[CH:28][CH:29]=1.CCN(C(C)C)C(C)C.[NH:65]1[CH2:70][CH2:69][O:68][CH2:67][CH2:66]1. Product: [F:23][C:24]1[CH:25]=[C:26]([N:30]2[CH2:34][CH2:33][CH2:32][CH:31]2[C:35]2[CH:36]=[C:37]([C:53]([N:65]3[CH2:70][CH2:69][O:68][CH2:67][CH2:66]3)=[O:55])[CH:38]=[C:39]3[C:44]=2[O:43][C:42]([N:45]2[CH2:50][CH2:49][O:48][C@H:47]([CH3:51])[CH2:46]2)=[CH:41][C:40]3=[O:52])[CH:27]=[CH:28][CH:29]=1. The catalyst class is: 3. (6) Reactant: [H-].[Na+].C[O:4][C:5]([C:7]1([C:10]2[CH:15]=[CH:14][C:13]([C:16]3[CH:21]=[CH:20][C:19]([C:22]4[CH:23]=[N:24][N:25]([CH3:28])[C:26]=4[NH2:27])=[CH:18][CH:17]=3)=[CH:12][CH:11]=2)[CH2:9][CH2:8]1)=[O:6].[CH2:29]([N:36]=[C:37]=[O:38])[C:30]1[CH:35]=[CH:34][CH:33]=[CH:32][CH:31]=1. Product: [CH2:29]([NH:36][C:37](=[O:38])[NH:27][C:26]1[N:25]([CH3:28])[N:24]=[CH:23][C:22]=1[C:19]1[CH:18]=[CH:17][C:16]([C:13]2[CH:14]=[CH:15][C:10]([C:7]3([C:5]([OH:4])=[O:6])[CH2:8][CH2:9]3)=[CH:11][CH:12]=2)=[CH:21][CH:20]=1)[C:30]1[CH:35]=[CH:34][CH:33]=[CH:32][CH:31]=1. The catalyst class is: 3. (7) Reactant: C([SiH](CC)CC)C.[CH3:8][O:9][C:10](=[O:41])[CH2:11][N:12]1[C:20]2[C:15](=[CH:16][CH:17]=[C:18]([S:21]([N:24]3[CH2:29][CH2:28][N:27]([C:30]4[CH:35]=[CH:34][C:33]([O:36][C:37]([F:40])([F:39])[F:38])=[CH:32][CH:31]=4)[CH2:26][CH2:25]3)(=[O:23])=[O:22])[CH:19]=2)[CH:14]=[CH:13]1.FC(F)(F)C(O)=O. Product: [CH3:8][O:9][C:10](=[O:41])[CH2:11][N:12]1[C:20]2[C:15](=[CH:16][CH:17]=[C:18]([S:21]([N:24]3[CH2:29][CH2:28][N:27]([C:30]4[CH:35]=[CH:34][C:33]([O:36][C:37]([F:39])([F:40])[F:38])=[CH:32][CH:31]=4)[CH2:26][CH2:25]3)(=[O:23])=[O:22])[CH:19]=2)[CH2:14][CH2:13]1. The catalyst class is: 74. (8) Reactant: Cl[C:2]1[C:11]2[C:6](=[CH:7][CH:8]=[C:9]([C:12]3[CH:17]=[CH:16][C:15]([F:18])=[CH:14][CH:13]=3)[CH:10]=2)[N:5]=[CH:4][N:3]=1.[CH2:19]([Mg]Br)[CH2:20][CH3:21]. Product: [F:18][C:15]1[CH:16]=[CH:17][C:12]([C:9]2[CH:10]=[C:11]3[C:6](=[CH:7][CH:8]=2)[N:5]=[CH:4][N:3]=[C:2]3[CH2:19][CH2:20][CH3:21])=[CH:13][CH:14]=1. The catalyst class is: 116. (9) Reactant: [F:1][C:2]1[CH:7]=[CH:6][C:5]([N:8]2[C:16]3[C:11](=[CH:12][C:13]([CH:17]=[C:18]([C:23]([O:25][CH3:26])=[O:24])[C:19]([O:21][CH3:22])=[O:20])=[CH:14][CH:15]=3)[CH:10]=[N:9]2)=[CH:4][CH:3]=1.[C:27]1([Mg]Br)[CH:32]=[CH:31][CH:30]=[CH:29][CH:28]=1. Product: [F:1][C:2]1[CH:7]=[CH:6][C:5]([N:8]2[C:16]3[C:11](=[CH:12][C:13]([CH:17]([C:27]4[CH:32]=[CH:31][CH:30]=[CH:29][CH:28]=4)[CH:18]([C:23]([O:25][CH3:26])=[O:24])[C:19]([O:21][CH3:22])=[O:20])=[CH:14][CH:15]=3)[CH:10]=[N:9]2)=[CH:4][CH:3]=1. The catalyst class is: 1.